From a dataset of Reaction yield outcomes from USPTO patents with 853,638 reactions. Predict the reaction yield, written as a fraction of the theoretical maximum amount of product (1.0 means a 100% yield; for example, 0.34 means a 34% yield). (1) The reactants are [Cl:1][C:2]1[CH:7]=[CH:6][C:5]([C:8]2[C:9]([NH:35][NH:36][C:37](=O)[CH2:38][NH:39]C(=O)OC(C)(C)C)=[N:10][N:11]([CH2:23][C:24]3[C:25]([CH3:34])=[N:26][C:27]([C:30]([F:33])([F:32])[F:31])=[CH:28][CH:29]=3)[C:12](=[O:22])[C:13]=2[C:14]2[CH:19]=[CH:18][C:17]([C:20]#[N:21])=[CH:16][CH:15]=2)=[CH:4][CH:3]=1.ClC(Cl)(Br)C(Cl)(Cl)Br.C1(P(C2C=CC=CC=2)C2C=CC=CC=2)C=CC=CC=1.CCN(CC)CC.C(O)(C(F)(F)F)=O. The catalyst is CCOC(C)=O.C(Cl)Cl.CO.C(Cl)Cl.C(#N)C. The product is [NH2:39][CH2:38][C:37]1[N:10]2[N:11]([CH2:23][C:24]3[C:25]([CH3:34])=[N:26][C:27]([C:30]([F:32])([F:33])[F:31])=[CH:28][CH:29]=3)[C:12](=[O:22])[C:13]([C:14]3[CH:19]=[CH:18][C:17]([C:20]#[N:21])=[CH:16][CH:15]=3)=[C:8]([C:5]3[CH:4]=[CH:3][C:2]([Cl:1])=[CH:7][CH:6]=3)[C:9]2=[N:35][N:36]=1. The yield is 0.340. (2) The reactants are CC1N=C(N2CCN(C3C=CC=CC=3)C2=O)SC=1C(OCC)=O.[CH3:24][C:25]1[N:26]=[C:27]([N:35]2[CH2:39][CH2:38][N:37]([CH2:40][C:41]3[CH:46]=[CH:45][CH:44]=[C:43]([C:47]([F:50])([F:49])[F:48])[CH:42]=3)[C:36]2=[O:51])[S:28][C:29]=1[C:30]([O:32]CC)=[O:31]. No catalyst specified. The product is [CH3:24][C:25]1[N:26]=[C:27]([N:35]2[CH2:39][CH2:38][N:37]([CH2:40][C:41]3[CH:46]=[CH:45][CH:44]=[C:43]([C:47]([F:50])([F:49])[F:48])[CH:42]=3)[C:36]2=[O:51])[S:28][C:29]=1[C:30]([OH:32])=[O:31]. The yield is 0.960. (3) The reactants are [CH2:1]([O:8][C:9]([NH:11][CH:12]([CH2:17][C:18]1[CH:23]=[CH:22][C:21](OS(C(F)(F)F)(=O)=O)=[CH:20][CH:19]=1)[C:13]([O:15][CH3:16])=[O:14])=[O:10])[C:2]1[CH:7]=[CH:6][CH:5]=[CH:4][CH:3]=1.[C:32]([O-])([O-])=[O:33].[K+].[K+].C([O-])(O)=O.[Na+].C(OCC)(=O)C. The catalyst is CN(C=O)C.CC([O-])=O.CC([O-])=O.[Pd+2].C1(P(C2C=CC=CC=2)[C-]2C=CC=C2)C=CC=CC=1.[C-]1(P(C2C=CC=CC=2)C2C=CC=CC=2)C=CC=C1.[Fe+2]. The product is [CH2:1]([O:8][C:9]([NH:11][CH:12]([CH2:17][C:18]1[CH:23]=[CH:22][C:21]([CH2:32][OH:33])=[CH:20][CH:19]=1)[C:13]([O:15][CH3:16])=[O:14])=[O:10])[C:2]1[CH:7]=[CH:6][CH:5]=[CH:4][CH:3]=1. The yield is 0.620. (4) The reactants are [Cl:1][C:2]1[CH:7]=[CH:6][CH:5]=[C:4]([Cl:8])[C:3]=1[N:9]1[C:13]([C:14]2[CH:19]=[CH:18][C:17]([C:20]3[CH:25]=[CH:24][CH:23]=[C:22]([S:26]([CH3:29])(=[O:28])=[O:27])[CH:21]=3)=[CH:16][C:15]=2[CH3:30])=[CH:12][C:11]([C:31]([O:33]C)=O)=[N:10]1.[NH:35]1[CH2:39][CH2:38][CH2:37][CH2:36]1. No catalyst specified. The product is [Cl:8][C:4]1[CH:5]=[CH:6][CH:7]=[C:2]([Cl:1])[C:3]=1[N:9]1[C:13]([C:14]2[CH:19]=[CH:18][C:17]([C:20]3[CH:25]=[CH:24][CH:23]=[C:22]([S:26]([CH3:29])(=[O:28])=[O:27])[CH:21]=3)=[CH:16][C:15]=2[CH3:30])=[CH:12][C:11]([C:31]([N:35]2[CH2:39][CH2:38][CH2:37][CH2:36]2)=[O:33])=[N:10]1. The yield is 0.140. (5) The reactants are [O:1]=[C:2]([CH3:10])[CH2:3][P:4](=[O:9])([O:7][CH3:8])[O:5][CH3:6].C(=O)([O-])[O-].[K+].[K+].S([N:27]=[N+:28]=[N-])(C1C=CC(C)=CC=1)(=O)=O. The catalyst is C(#N)C. The product is [N+:27](=[C:3]([P:4](=[O:9])([O:7][CH3:8])[O:5][CH3:6])[C:2](=[O:1])[CH3:10])=[N-:28]. The yield is 0.850. (6) The product is [Br:15][C:3]1[CH:4]=[C:5]([C:7]([O:9][CH3:10])=[O:8])[O:6][C:2]=1[CH3:1]. The yield is 0.600. The catalyst is C(Cl)(Cl)Cl. The reactants are [CH3:1][C:2]1[O:6][C:5]([C:7]([O:9][CH3:10])=[O:8])=[CH:4][CH:3]=1.[Cl-].[Al+3].[Cl-].[Cl-].[Br:15]Br.O. (7) The catalyst is C(Cl)Cl. The product is [F:19][C:16]1([F:18])[CH2:17][N:14]([CH:11]2[CH2:10][CH2:9][NH:8][CH2:13][CH2:12]2)[CH2:15]1. The reactants are C(OC([N:8]1[CH2:13][CH2:12][CH:11]([N:14]2[CH2:17][C:16]([F:19])([F:18])[CH2:15]2)[CH2:10][CH2:9]1)=O)(C)(C)C.C(O)(C(F)(F)F)=O. The yield is 0.770. (8) The reactants are [N:1]1[N:2]=[C:3]([C:10]2[CH:19]=[CH:18][C:17]3[C:12](=[C:13]([OH:20])[CH:14]=[CH:15][CH:16]=3)[N:11]=2)[N:4]2[CH:9]=[CH:8][CH:7]=[CH:6][C:5]=12.C(=O)([O-])[O-].[Cs+].[Cs+].[CH2:27](I)[C:28]([CH3:31])([CH3:30])[CH3:29].O. The catalyst is CC(N(C)C)=O. The product is [N:1]1[N:2]=[C:3]([C:10]2[CH:19]=[CH:18][C:17]3[C:12](=[C:13]([O:20][CH2:27][C:28]([CH3:31])([CH3:30])[CH3:29])[CH:14]=[CH:15][CH:16]=3)[N:11]=2)[N:4]2[CH:9]=[CH:8][CH:7]=[CH:6][C:5]=12. The yield is 0.490. (9) The yield is 0.490. The reactants are [CH3:1][O:2][C:3](=[O:15])[C:4]1[C:9]([C:10]([F:13])([F:12])[F:11])=[CH:8][C:7](Cl)=[N:6][CH:5]=1.[C:16]([O:20][C:21]([N:23]1[CH2:28][CH2:27][CH:26]([NH2:29])[CH2:25][CH2:24]1)=[O:22])([CH3:19])([CH3:18])[CH3:17].[OH-].[Na+]. The catalyst is CN(C=O)C. The product is [CH3:1][O:2][C:3](=[O:15])[C:4]1[C:9]([C:10]([F:13])([F:12])[F:11])=[CH:8][C:7]([NH:29][CH:26]2[CH2:25][CH2:24][N:23]([C:21]([O:20][C:16]([CH3:19])([CH3:18])[CH3:17])=[O:22])[CH2:28][CH2:27]2)=[N:6][CH:5]=1. (10) The reactants are [NH2:1][C:2]1[S:3][C:4]2[CH:10]=[C:9]([S:11][C:12]([CH3:21])([CH3:20])[C:13]([N:15]3[CH2:19][CH2:18][CH2:17][CH2:16]3)=O)[CH:8]=[CH:7][C:5]=2[N:6]=1.CO. The catalyst is O1CCCC1. The product is [CH3:21][C:12]([S:11][C:9]1[CH:8]=[CH:7][C:5]2[N:6]=[C:2]([NH2:1])[S:3][C:4]=2[CH:10]=1)([CH3:20])[CH2:13][N:15]1[CH2:19][CH2:18][CH2:17][CH2:16]1. The yield is 0.553.